Task: Predict the reactants needed to synthesize the given product.. Dataset: Full USPTO retrosynthesis dataset with 1.9M reactions from patents (1976-2016) (1) Given the product [O:20]1[CH2:21][CH2:22][N:17]([C:14]2[CH:15]=[CH:16][C:11]([C:9]3[NH:8][C:4]4=[N:5][CH:6]=[CH:7][C:2]([C:33]5[N:32]=[C:31]([C:45]#[N:46])[C:30]([O:29][CH:26]6[CH2:27][CH2:28][O:23][CH2:24][CH2:25]6)=[CH:35][CH:34]=5)=[C:3]4[N:10]=3)=[CH:12][CH:13]=2)[CH2:18][CH2:19]1, predict the reactants needed to synthesize it. The reactants are: Cl[C:2]1[CH:7]=[CH:6][N:5]=[C:4]2[NH:8][C:9]([C:11]3[CH:16]=[CH:15][C:14]([N:17]4[CH2:22][CH2:21][O:20][CH2:19][CH2:18]4)=[CH:13][CH:12]=3)=[N:10][C:3]=12.[O:23]1[CH2:28][CH2:27][CH:26]([O:29][C:30]2[C:31]([C:45]#[N:46])=[N:32][C:33](B3OC(C)(C)C(C)(C)O3)=[CH:34][CH:35]=2)[CH2:25][CH2:24]1.C([O-])([O-])=O.[Cs+].[Cs+]. (2) Given the product [Cl:1][C:2]1[CH:7]=[CH:6][C:5]([S:8][CH2:9][C:10]2[CH:18]=[CH:17][C:13]([C:14]([NH:41][CH2:40][CH2:39][N:34]3[CH2:38][CH2:37][CH2:36][CH2:35]3)=[O:15])=[CH:12][CH:11]=2)=[C:4]([NH:19][S:20]([C:23]2[CH:28]=[CH:27][C:26]([Cl:29])=[C:25]([C:30]([F:31])([F:32])[F:33])[CH:24]=2)(=[O:22])=[O:21])[CH:3]=1, predict the reactants needed to synthesize it. The reactants are: [Cl:1][C:2]1[CH:7]=[CH:6][C:5]([S:8][CH2:9][C:10]2[CH:18]=[CH:17][C:13]([C:14](O)=[O:15])=[CH:12][CH:11]=2)=[C:4]([NH:19][S:20]([C:23]2[CH:28]=[CH:27][C:26]([Cl:29])=[C:25]([C:30]([F:33])([F:32])[F:31])[CH:24]=2)(=[O:22])=[O:21])[CH:3]=1.[N:34]1([CH2:39][CH2:40][NH2:41])[CH2:38][CH2:37][CH2:36][CH2:35]1.C(Cl)CCl. (3) Given the product [Cl:1][C:2]1[C:3]([C:16]2[C:17](=[O:18])[NH:19][C:22](=[O:21])[C:23]=2[C:25]2[C:33]3[C:28](=[CH:29][CH:30]=[CH:31][CH:32]=3)[NH:27][CH:26]=2)=[C:4]2[C:9](=[CH:10][CH:11]=1)[N:8]=[CH:7][C:6]([CH2:12][N:13]([CH3:14])[CH3:15])=[CH:5]2, predict the reactants needed to synthesize it. The reactants are: [Cl:1][C:2]1[C:3]([CH2:16][C:17]([NH2:19])=[O:18])=[C:4]2[C:9](=[CH:10][CH:11]=1)[N:8]=[CH:7][C:6]([CH2:12][N:13]([CH3:15])[CH3:14])=[CH:5]2.C[O:21][C:22](=O)[C:23]([C:25]1[C:33]2[C:28](=[CH:29][CH:30]=[CH:31][CH:32]=2)[NH:27][CH:26]=1)=O.CC([O-])(C)C.[K+].[NH4+].[Cl-]. (4) Given the product [C:16]([O-:18])(=[O:17])[CH2:15][CH2:14][CH2:13][CH2:12][CH2:11][CH2:10][CH2:9][CH2:8][CH2:7][CH2:6][CH2:5][CH2:4][CH2:3][CH2:2][CH3:1].[C:58]([O-:75])(=[O:74])[CH2:59][CH2:60][CH2:61][CH2:62][CH2:63][CH2:64][CH2:65]/[CH:66]=[CH:67]\[CH2:68][CH2:69][CH2:70][CH2:71][CH2:72][CH3:73], predict the reactants needed to synthesize it. The reactants are: [CH3:1][CH2:2][CH2:3][CH2:4][CH2:5][CH2:6][CH2:7][CH2:8][CH2:9][CH2:10][CH2:11][CH2:12][CH2:13][CH2:14][CH2:15][C:16]([O:18]CC([O:18][C:16]([CH2:15][CH2:14][CH2:13][CH2:12][CH2:11][CH2:10][CH2:9][CH2:8][CH2:7][CH2:6][CH2:5][CH2:4][CH2:3][CH2:2][CH3:1])=[O:17])C[O:18][C:16]([CH2:15][CH2:14][CH2:13][CH2:12][CH2:11][CH2:10][CH2:9][CH2:8][CH2:7][CH2:6][CH2:5][CH2:4][CH2:3][CH2:2][CH3:1])=[O:17])=[O:17].[C:58]([OH:75])(=[O:74])[CH2:59][CH2:60][CH2:61][CH2:62][CH2:63][CH2:64][CH2:65]/[CH:66]=[CH:67]\[CH2:68][CH2:69][CH2:70][CH2:71][CH2:72][CH3:73]. (5) Given the product [C:1]([O:4][C:5]1[C:10]([CH:11]([CH3:13])[CH3:12])=[CH:9][C:8]2[O:14][C:16]([CH2:19][CH3:20])([CH2:17][CH3:18])[CH2:15][C:7]=2[C:6]=1[CH:22]([CH3:24])[CH3:23])(=[O:3])[CH3:2], predict the reactants needed to synthesize it. The reactants are: [C:1]([O:4][C:5]1[C:10]([CH:11]([CH3:13])[CH3:12])=[CH:9][C:8]([OH:14])=[C:7]([CH:15](O)[CH:16]([CH2:19][CH3:20])[CH2:17][CH3:18])[C:6]=1[CH:22]([CH3:24])[CH3:23])(=[O:3])[CH3:2].O.C1(C)C=CC(S(O)(=O)=O)=CC=1.[OH-].[Na+].